This data is from NCI-60 drug combinations with 297,098 pairs across 59 cell lines. The task is: Regression. Given two drug SMILES strings and cell line genomic features, predict the synergy score measuring deviation from expected non-interaction effect. (1) Drug 1: C1=NC(=NC(=O)N1C2C(C(C(O2)CO)O)O)N. Drug 2: CN1C2=C(C=C(C=C2)N(CCCl)CCCl)N=C1CCCC(=O)O.Cl. Cell line: A549. Synergy scores: CSS=9.90, Synergy_ZIP=-2.94, Synergy_Bliss=-1.85, Synergy_Loewe=-42.1, Synergy_HSA=-4.01. (2) Drug 2: CC(C)CN1C=NC2=C1C3=CC=CC=C3N=C2N. Cell line: SF-295. Synergy scores: CSS=-1.82, Synergy_ZIP=-1.28, Synergy_Bliss=-3.03, Synergy_Loewe=-5.65, Synergy_HSA=-5.65. Drug 1: COC1=C2C(=CC3=C1OC=C3)C=CC(=O)O2.